This data is from Forward reaction prediction with 1.9M reactions from USPTO patents (1976-2016). The task is: Predict the product of the given reaction. (1) Given the reactants C(=O)(O)O.[NH2:5][C:6]([NH2:8])=[NH:7].[CH3:9][N:10]([CH3:33])[CH2:11][CH2:12][CH2:13][O:14][C:15]1[CH:30]=[CH:29][C:18]([CH2:19][CH:20]([C:26](=O)[CH3:27])[C:21](OCC)=[O:22])=[C:17]([O:31][CH3:32])[CH:16]=1, predict the reaction product. The product is: [NH2:7][C:6]1[N:8]=[C:21]([OH:22])[C:20]([CH2:19][C:18]2[CH:29]=[CH:30][C:15]([O:14][CH2:13][CH2:12][CH2:11][N:10]([CH3:33])[CH3:9])=[CH:16][C:17]=2[O:31][CH3:32])=[C:26]([CH3:27])[N:5]=1. (2) Given the reactants [NH:1]1[CH2:6][CH2:5][O:4][CH2:3][CH2:2]1.C(O[C:13]([C:15]1[CH:16]=[C:17]2[C:22](=[CH:23][CH:24]=1)[CH2:21][N:20]([CH:25]1[CH2:28][CH2:27][CH2:26]1)[CH2:19][CH2:18]2)=[O:14])(=O)C(C)C.[CH2:29](Cl)Cl, predict the reaction product. The product is: [CH:25]1([N:20]2[CH2:19][CH2:18][C:17]3[C:22](=[CH:23][CH:24]=[C:15]([C:13]([N:1]4[CH2:6][CH2:5][O:4][CH2:3][CH2:2]4)=[O:14])[CH:16]=3)[CH2:21]2)[CH2:28][CH2:27][CH2:26][CH2:29]1.